This data is from Catalyst prediction with 721,799 reactions and 888 catalyst types from USPTO. The task is: Predict which catalyst facilitates the given reaction. Reactant: [CH2:1]=[CH:2]CCCCCC.[H][H].C=C.CC1CCCCC1.FC1C([B-](C2C(F)=C(F)C(F)=C(F)C=2F)(C2C(F)=C(F)C(F)=C(F)C=2F)C2C(F)=C(F)C(F)=C(F)C=2F)=C(F)C(F)=C(F)C=1F.C[NH+]([CH2:67][CH2:68][CH2:69][CH2:70][CH2:71][CH2:72][CH2:73][CH2:74][CH2:67][CH2:68][CH2:69][CH2:70][CH2:71][CH2:72][CH2:73][CH2:74]CC)[CH2:67][CH2:68][CH2:69][CH2:70][CH2:71][CH2:72][CH2:73][CH2:74][CH2:67][CH2:68][CH2:69][CH2:70][CH2:71][CH2:72][CH2:73][CH2:74]CC. Product: [CH2:1]=[CH2:2].[CH2:67]=[CH:68][CH2:69][CH2:70][CH2:71][CH2:72][CH2:73][CH3:74]. The catalyst class is: 11.